From a dataset of Forward reaction prediction with 1.9M reactions from USPTO patents (1976-2016). Predict the product of the given reaction. (1) The product is: [OH:19][CH2:16][C:17]#[C:18][C:2]1[N:10]2[C:5]([CH:6]=[CH:7][CH:8]=[CH:9]2)=[CH:4][C:3]=1[C:11]([O:13][CH2:14][CH3:15])=[O:12]. Given the reactants I[C:2]1[N:10]2[C:5]([CH:6]=[CH:7][CH:8]=[CH:9]2)=[CH:4][C:3]=1[C:11]([O:13][CH2:14][CH3:15])=[O:12].[CH2:16]([OH:19])[C:17]#[CH:18], predict the reaction product. (2) The product is: [CH:1]([O:4][C:5]([N:7]1[CH2:12][CH2:11][CH:10]([CH:13]([O:15][C:24]2[CH:25]=[CH:26][C:21]([Br:20])=[CH:22][CH:23]=2)[CH3:14])[CH2:9][CH2:8]1)=[O:6])([CH3:3])[CH3:2]. Given the reactants [CH:1]([O:4][C:5]([N:7]1[CH2:12][CH2:11][CH:10]([CH:13]([O:15]S(C)(=O)=O)[CH3:14])[CH2:9][CH2:8]1)=[O:6])([CH3:3])[CH3:2].[Br:20][C:21]1[CH:26]=[CH:25][C:24](O)=[CH:23][CH:22]=1, predict the reaction product.